From a dataset of Peptide-MHC class II binding affinity with 134,281 pairs from IEDB. Regression. Given a peptide amino acid sequence and an MHC pseudo amino acid sequence, predict their binding affinity value. This is MHC class II binding data. (1) The peptide sequence is PLSVASMTSPLLTWD. The MHC is HLA-DQA10102-DQB10602 with pseudo-sequence HLA-DQA10102-DQB10602. The binding affinity (normalized) is 0.270. (2) The peptide sequence is WQDLELSWNLNGLQAY. The MHC is HLA-DQA10101-DQB10501 with pseudo-sequence HLA-DQA10101-DQB10501. The binding affinity (normalized) is 0.640. (3) The peptide sequence is DKRHDGGCRKELAAV. The MHC is HLA-DPA10201-DPB11401 with pseudo-sequence HLA-DPA10201-DPB11401. The binding affinity (normalized) is 0.0948. (4) The peptide sequence is MAFLRSVSRLAAAVF. The MHC is HLA-DQA10102-DQB10602 with pseudo-sequence HLA-DQA10102-DQB10602. The binding affinity (normalized) is 0.833. (5) The peptide sequence is VRVPVPQLQPQNPSQQQPQ. The MHC is HLA-DQA10301-DQB10302 with pseudo-sequence HLA-DQA10301-DQB10302. The binding affinity (normalized) is 0.267.